From a dataset of Forward reaction prediction with 1.9M reactions from USPTO patents (1976-2016). Predict the product of the given reaction. (1) Given the reactants [CH:1]([C:4]1[CH:9]=[CH:8][C:7]([NH:10][C:11]([CH:13]2[CH2:18][CH2:17][NH:16][CH2:15][CH2:14]2)=[O:12])=[CH:6][CH:5]=1)([CH3:3])[CH3:2].[CH:19]1([CH2:22][CH2:23][C:24](O)=[O:25])[CH2:21][CH2:20]1, predict the reaction product. The product is: [CH:1]([C:4]1[CH:5]=[CH:6][C:7]([NH:10][C:11]([CH:13]2[CH2:18][CH2:17][N:16]([C:24](=[O:25])[CH2:23][CH2:22][CH:19]3[CH2:21][CH2:20]3)[CH2:15][CH2:14]2)=[O:12])=[CH:8][CH:9]=1)([CH3:3])[CH3:2]. (2) Given the reactants C([O:3][C:4](=[O:24])[C:5]([O:15][C:16]1[CH:21]=[CH:20][C:19]([CH3:22])=[C:18]([CH3:23])[CH:17]=1)([CH3:14])[CH2:6][C:7]1[CH:12]=[CH:11][C:10]([OH:13])=[CH:9][CH:8]=1)C.[C:25]1([C:31]2[O:32][C:33]([CH3:49])=[C:34]([CH2:36][CH2:37]OS(C3C=CC(C)=CC=3)(=O)=O)[N:35]=2)[CH:30]=[CH:29][CH:28]=[CH:27][CH:26]=1, predict the reaction product. The product is: [CH3:23][C:18]1[CH:17]=[C:16]([CH:21]=[CH:20][C:19]=1[CH3:22])[O:15][C:5]([CH3:14])([CH2:6][C:7]1[CH:12]=[CH:11][C:10]([O:13][CH2:37][CH2:36][C:34]2[N:35]=[C:31]([C:25]3[CH:30]=[CH:29][CH:28]=[CH:27][CH:26]=3)[O:32][C:33]=2[CH3:49])=[CH:9][CH:8]=1)[C:4]([OH:3])=[O:24].